From a dataset of Catalyst prediction with 721,799 reactions and 888 catalyst types from USPTO. Predict which catalyst facilitates the given reaction. (1) Reactant: CO[C:3](=[O:13])[C:4]1[C:9]([I:10])=[CH:8][CH:7]=[CH:6][C:5]=1[CH2:11]Br.[CH3:14][C:15]1[CH:22]=[CH:21][CH:20]=[CH:19][C:16]=1[CH2:17][NH2:18].C([O-])([O-])=O.[K+].[K+].C(OCC)(=O)C. Product: [I:10][C:9]1[CH:8]=[CH:7][CH:6]=[C:5]2[C:4]=1[C:3](=[O:13])[N:18]([CH2:17][C:16]1[CH:19]=[CH:20][CH:21]=[CH:22][C:15]=1[CH3:14])[CH2:11]2. The catalyst class is: 345. (2) Reactant: [C:1]([C:5]1[N:9]([CH2:10][CH:11]2[CH2:16][CH2:15][C:14]([F:18])([F:17])[CH2:13][CH2:12]2)[C:8]2[CH:19]=[CH:20][C:21]([S:23]([N:26]3[CH2:29][CH:28]([NH2:30])[CH2:27]3)(=[O:25])=[O:24])=[CH:22][C:7]=2[N:6]=1)([CH3:4])([CH3:3])[CH3:2].CCN(C(C)C)C(C)C.Cl[C:41](Cl)([O:43]C(=O)OC(Cl)(Cl)Cl)Cl. The catalyst class is: 1. Product: [C:1]([C:5]1[N:9]([CH2:10][CH:11]2[CH2:16][CH2:15][C:14]([F:17])([F:18])[CH2:13][CH2:12]2)[C:8]2[CH:19]=[CH:20][C:21]([S:23]([N:26]3[CH2:27][CH:28]([N:30]=[C:41]=[O:43])[CH2:29]3)(=[O:25])=[O:24])=[CH:22][C:7]=2[N:6]=1)([CH3:4])([CH3:2])[CH3:3]. (3) Reactant: [C:1]([C:4]1[N:9]=[N:8][C:7]([NH:10][C@@H:11]2[CH2:16][CH2:15][O:14][CH2:13][C@@H:12]2[NH:17]C(=O)OC(C)(C)C)=[CH:6][C:5]=1[NH:25][C:26]1[CH:31]=[CH:30][C:29]([O:32][CH3:33])=[C:28]([CH:34]([CH3:36])[CH3:35])[N:27]=1)(=[O:3])[NH2:2].FC(F)(F)C(O)=O. Product: [NH2:17][C@@H:12]1[C@H:11]([NH:10][C:7]2[N:8]=[N:9][C:4]([C:1]([NH2:2])=[O:3])=[C:5]([NH:25][C:26]3[CH:31]=[CH:30][C:29]([O:32][CH3:33])=[C:28]([CH:34]([CH3:36])[CH3:35])[N:27]=3)[CH:6]=2)[CH2:16][CH2:15][O:14][CH2:13]1. The catalyst class is: 4.